Dataset: Full USPTO retrosynthesis dataset with 1.9M reactions from patents (1976-2016). Task: Predict the reactants needed to synthesize the given product. (1) The reactants are: C([Li])CCC.CCCCCC.CO[C:14]([C:16]1[CH:17]=[N:18][N:19]2[CH:24]=[CH:23][CH:22]=[CH:21][C:20]=12)=[O:15].Cl.[C:26](#[N:28])[CH3:27]. Given the product [O:15]=[C:14]([C:16]1[CH:17]=[N:18][N:19]2[CH:24]=[CH:23][CH:22]=[CH:21][C:20]=12)[CH2:27][C:26]#[N:28], predict the reactants needed to synthesize it. (2) Given the product [Cl:1][C:2]1[CH:24]=[CH:23][CH:22]=[CH:21][C:3]=1[O:4][C:5]1[CH:14]=[C:13]2[C:8]([C:9]([OH:20])=[C:10]([C:16]([O:18][CH3:19])=[O:17])[N:11]=[C:12]2[C:25]#[N:26])=[CH:7][CH:6]=1, predict the reactants needed to synthesize it. The reactants are: [Cl:1][C:2]1[CH:24]=[CH:23][CH:22]=[CH:21][C:3]=1[O:4][C:5]1[CH:14]=[C:13]2[C:8]([C:9]([OH:20])=[C:10]([C:16]([O:18][CH3:19])=[O:17])[N:11]=[C:12]2I)=[CH:7][CH:6]=1.[C:25]([Cu])#[N:26].C(Cl)Cl. (3) Given the product [N:25]1([CH2:27][CH2:28][O:21][N:20]=[C:6]2[C:7]3[C:16]4[C:11](=[CH:12][CH:13]=[CH:14][CH:15]=4)[N:10]=[CH:9][C:8]=3[C:17]3[CH:18]=[CH:19][C:3]([O:2][CH3:1])=[CH:4][C:5]2=3)[CH2:26][CH2:22][CH2:23][CH2:24]1, predict the reactants needed to synthesize it. The reactants are: [CH3:1][O:2][C:3]1[CH:19]=[CH:18][C:17]2[C:8]3[CH:9]=[N:10][C:11]4[C:16]([C:7]=3[C:6](=[N:20][OH:21])[C:5]=2[CH:4]=1)=[CH:15][CH:14]=[CH:13][CH:12]=4.[CH2:22]1[CH2:26][N:25]([CH2:27][CH2:28]Cl)[CH2:24][CH2:23]1.Cl.COC1C=CC2C3C(N4CCNCC4)=NC4C(C=3C(=O)C=2C=1)=CC=CC=4.C(C1OC1)Cl. (4) Given the product [C:1]([O:4][C@H:5]1[C@H:9]([O:10][C:11](=[O:13])[CH3:12])[C@H:8]([C:14]2[C:18]3[N:19]=[CH:20][N:21]=[C:22]([Cl:47])[C:17]=3[NH:16][CH:15]=2)[N:7]([C:24]([O:26][C:27]([CH3:30])([CH3:29])[CH3:28])=[O:25])[C@@H:6]1[CH2:31][O:32][C:33](=[O:35])[CH3:34])(=[O:3])[CH3:2], predict the reactants needed to synthesize it. The reactants are: [C:1]([O:4][C@H:5]1[C@H:9]([O:10][C:11](=[O:13])[CH3:12])[C@H:8]([C:14]2[C:18]3[N:19]=[CH:20][NH:21][C:22](=O)[C:17]=3[NH:16][CH:15]=2)[N:7]([C:24]([O:26][C:27]([CH3:30])([CH3:29])[CH3:28])=[O:25])[C@@H:6]1[CH2:31][O:32][C:33](=[O:35])[CH3:34])(=[O:3])[CH3:2].CN(C)C1C=CC=CC=1.O=P(Cl)(Cl)[Cl:47].C(Cl)(Cl)Cl.